From a dataset of Catalyst prediction with 721,799 reactions and 888 catalyst types from USPTO. Predict which catalyst facilitates the given reaction. Reactant: [F:1][C:2]1[C:7]([F:8])=[CH:6][CH:5]=[CH:4][C:3]=1[C:9]1[N:39]=[C:12]2[CH:13]=[N:14][N:15]([CH2:17][C:18]3[CH:23]=[CH:22][C:21]([C:24]4[CH:29]=[CH:28][C:27]([O:30][CH3:31])=[CH:26][C:25]=4[C:32]([F:35])([F:34])[F:33])=[C:20]([N+:36]([O-])=O)[N:19]=3)[CH:16]=[C:11]2[N:10]=1.[OH-].[K+]. Product: [F:1][C:2]1[C:7]([F:8])=[CH:6][CH:5]=[CH:4][C:3]=1[C:9]1[N:39]=[C:12]2[CH:13]=[N:14][N:15]([CH2:17][C:18]3[N:19]=[C:20]([NH2:36])[C:21]([C:24]4[CH:29]=[CH:28][C:27]([O:30][CH3:31])=[CH:26][C:25]=4[C:32]([F:35])([F:33])[F:34])=[CH:22][CH:23]=3)[CH:16]=[C:11]2[N:10]=1. The catalyst class is: 707.